Dataset: Full USPTO retrosynthesis dataset with 1.9M reactions from patents (1976-2016). Task: Predict the reactants needed to synthesize the given product. Given the product [Br:1][C:2]1[C:3]([CH:17]2[CH2:19][CH2:18]2)=[N:4][C:5]([N:10]2[CH2:15][CH2:14][N:13]([C:22](=[O:31])[CH2:20][CH2:23][OH:29])[C@H:12]([CH3:16])[CH2:11]2)=[C:6]([CH:9]=1)[C:7]#[N:8], predict the reactants needed to synthesize it. The reactants are: [Br:1][C:2]1[C:3]([CH:17]2[CH2:19][CH2:18]2)=[N:4][C:5]([N:10]2[CH2:15][CH2:14][NH:13][C@H:12]([CH3:16])[CH2:11]2)=[C:6]([CH:9]=1)[C:7]#[N:8].[CH:20]1([C:23](=[O:29])C=CN(C)C)[CH2:22]C1.C(C([O-])C)(O)=[O:31].CCN(C(C)C)C(C)C.